From a dataset of Catalyst prediction with 721,799 reactions and 888 catalyst types from USPTO. Predict which catalyst facilitates the given reaction. Reactant: [Cl:1][C:2]1[CH:7]=[CH:6][C:5]([C:8]2[S:9][C:10]([C:19]3[CH:24]=[CH:23][CH:22]=[CH:21][CH:20]=3)=[C:11]([CH2:13][C:14](OCC)=[O:15])[N:12]=2)=[CH:4][CH:3]=1.[NH3:25]. Product: [Cl:1][C:2]1[CH:7]=[CH:6][C:5]([C:8]2[S:9][C:10]([C:19]3[CH:24]=[CH:23][CH:22]=[CH:21][CH:20]=3)=[C:11]([CH2:13][C:14]([NH2:25])=[O:15])[N:12]=2)=[CH:4][CH:3]=1. The catalyst class is: 5.